From a dataset of Catalyst prediction with 721,799 reactions and 888 catalyst types from USPTO. Predict which catalyst facilitates the given reaction. (1) Reactant: [F:1][C:2]1[CH:7]=[CH:6][CH:5]=[C:4]([F:8])[C:3]=1/[CH:9]=[CH:10]/[C:11]([O:13][CH2:14][CH3:15])=[O:12].C(O)C.[H][H]. Product: [F:1][C:2]1[CH:7]=[CH:6][CH:5]=[C:4]([F:8])[C:3]=1[CH2:9][CH2:10][C:11]([O:13][CH2:14][CH3:15])=[O:12]. The catalyst class is: 45. (2) Reactant: C[O:2][C:3]([C:5]1([C:9]2[CH:14]=[CH:13][C:12]([NH:15][C:16]3[N:21]=[C:20]([C:22]4[C:23]([CH3:28])=[N:24][O:25][C:26]=4[CH3:27])[CH:19]=[C:18]([N:29]4[CH2:34][CH2:33][O:32][CH2:31][CH2:30]4)[N:17]=3)=[CH:11][CH:10]=2)[CH2:8][CH2:7][CH2:6]1)=[O:4].[OH-].[Na+]. The catalyst class is: 24. Product: [CH3:28][C:23]1[C:22]([C:20]2[CH:19]=[C:18]([N:29]3[CH2:34][CH2:33][O:32][CH2:31][CH2:30]3)[N:17]=[C:16]([NH:15][C:12]3[CH:13]=[CH:14][C:9]([C:5]4([C:3]([OH:4])=[O:2])[CH2:8][CH2:7][CH2:6]4)=[CH:10][CH:11]=3)[N:21]=2)=[C:26]([CH3:27])[O:25][N:24]=1.